From a dataset of Forward reaction prediction with 1.9M reactions from USPTO patents (1976-2016). Predict the product of the given reaction. (1) Given the reactants Br[C:2]1[CH:11]=[CH:10][CH:9]=[C:8]2[C:3]=1[CH2:4][CH2:5][CH2:6][N:7]2[C:12](=[O:25])[CH2:13][CH2:14][CH2:15][O:16][C:17]1[CH:22]=[CH:21][CH:20]=[C:19]([CH3:23])[C:18]=1[CH3:24].[C:26]([Zn]C#N)#[N:27], predict the reaction product. The product is: [CH3:24][C:18]1[C:19]([CH3:23])=[CH:20][CH:21]=[CH:22][C:17]=1[O:16][CH2:15][CH2:14][CH2:13][C:12]([N:7]1[C:8]2[CH:9]=[CH:10][CH:11]=[C:2]([C:26]#[N:27])[C:3]=2[CH2:4][CH2:5][CH2:6]1)=[O:25]. (2) Given the reactants [Na+].[CH3:2][C:3]1[CH:4]=[CH:5][C:6]2[O:10][C:9]([C:11]([O-:13])=O)=[N:8][C:7]=2[CH:14]=1.[C:15]([O:19][C:20](=[O:42])[C@@H:21]([NH:25][S:26]([C:29]1[CH:34]=[CH:33][C:32]([C:35]2[CH:40]=[CH:39][C:38]([NH2:41])=[CH:37][CH:36]=2)=[CH:31][CH:30]=1)(=[O:28])=[O:27])[CH:22]([CH3:24])[CH3:23])([CH3:18])([CH3:17])[CH3:16].F[P-](F)(F)(F)(F)F.N1(O[P+](N(C)C)(N(C)C)N(C)C)C2C=CC=CC=2N=N1.C(N(CC)C(C)C)(C)C, predict the reaction product. The product is: [C:15]([O:19][C:20](=[O:42])[C@@H:21]([NH:25][S:26]([C:29]1[CH:30]=[CH:31][C:32]([C:35]2[CH:36]=[CH:37][C:38]([NH:41][C:11]([C:9]3[O:10][C:6]4[CH:5]=[CH:4][C:3]([CH3:2])=[CH:14][C:7]=4[N:8]=3)=[O:13])=[CH:39][CH:40]=2)=[CH:33][CH:34]=1)(=[O:28])=[O:27])[CH:22]([CH3:24])[CH3:23])([CH3:17])([CH3:18])[CH3:16]. (3) The product is: [F:8][C:6]1[CH:5]=[C:4]([CH2:9][C:10]([NH:12][C@H:13]([C:15]([NH:18][C:19]([CH3:25])([CH3:24])[C:20]([O:22][CH3:23])=[O:21])=[O:17])[CH3:14])=[O:11])[CH:3]=[C:2]([F:1])[CH:7]=1. Given the reactants [F:1][C:2]1[CH:3]=[C:4]([CH2:9][C:10]([NH:12][C@H:13]([C:15]([OH:17])=O)[CH3:14])=[O:11])[CH:5]=[C:6]([F:8])[CH:7]=1.[NH2:18][C:19]([CH3:25])([CH3:24])[C:20]([O:22][CH3:23])=[O:21], predict the reaction product. (4) Given the reactants I[CH2:2][CH3:3].[CH3:4][S:5][C:6]1[N:7]=[CH:8][C:9]2[C:15](=[O:16])[NH:14][CH:13]=[CH:12][C:10]=2[N:11]=1.C(=O)([O-])[O-].[Cs+].[Cs+], predict the reaction product. The product is: [CH2:13]([N:14]1[CH:3]=[CH:2][C:10]2[N:11]=[C:6]([S:5][CH3:4])[N:7]=[CH:8][C:9]=2[C:15]1=[O:16])[CH3:12]. (5) Given the reactants [CH3:1][N:2]1[C:6]([N:7]2[CH2:12][CH2:11][CH2:10][C@H:9]([NH:13]C(=O)OC(C)(C)C)[CH2:8]2)=[C:5]([NH2:21])[CH:4]=[N:3]1.C(OC([NH:29][C:30]1[S:34][C:33]([C:35]2[CH:40]=[CH:39][CH:38]=[CH:37][C:36]=2[F:41])=[N:32][C:31]=1[C:42](O)=[O:43])=O)(C)(C)C.CN(C(ON1N=NC2C=CC=NC1=2)=[N+](C)C)C.F[P-](F)(F)(F)(F)F, predict the reaction product. The product is: [NH2:29][C:30]1[S:34][C:33]([C:35]2[CH:40]=[CH:39][CH:38]=[CH:37][C:36]=2[F:41])=[N:32][C:31]=1[C:42]([NH:21][C:5]1[CH:4]=[N:3][N:2]([CH3:1])[C:6]=1[N:7]1[CH2:12][CH2:11][CH2:10][C@H:9]([NH2:13])[CH2:8]1)=[O:43]. (6) Given the reactants Cl[C:2]1[C:3]2[N:4]([CH:10]=[CH:11][CH:12]=2)[N:5]=[CH:6][C:7]=1[C:8]#[N:9].[CH:13]1([NH2:18])[CH2:17][CH2:16][CH2:15][CH2:14]1.CCN(C(C)C)C(C)C, predict the reaction product. The product is: [CH:13]1([NH:18][C:2]2[C:3]3[N:4]([CH:10]=[CH:11][CH:12]=3)[N:5]=[CH:6][C:7]=2[C:8]#[N:9])[CH2:17][CH2:16][CH2:15][CH2:14]1.